Task: Regression. Given two drug SMILES strings and cell line genomic features, predict the synergy score measuring deviation from expected non-interaction effect.. Dataset: NCI-60 drug combinations with 297,098 pairs across 59 cell lines Synergy scores: CSS=25.5, Synergy_ZIP=-7.21, Synergy_Bliss=-0.0810, Synergy_Loewe=0.101, Synergy_HSA=0.660. Drug 2: COC1=C(C=C2C(=C1)N=CN=C2NC3=CC(=C(C=C3)F)Cl)OCCCN4CCOCC4. Cell line: NCI-H460. Drug 1: CNC(=O)C1=CC=CC=C1SC2=CC3=C(C=C2)C(=NN3)C=CC4=CC=CC=N4.